The task is: Predict the reactants needed to synthesize the given product.. This data is from Full USPTO retrosynthesis dataset with 1.9M reactions from patents (1976-2016). (1) The reactants are: [O:1]=[C:2]1[C:10]2([C:22]3[C:13](=[CH:14][C:15]4[O:20][CH2:19][CH2:18][O:17][C:16]=4[CH:21]=3)[O:12][CH2:11]2)[C:9]2[C:4](=[CH:5][CH:6]=[CH:7][CH:8]=2)[N:3]1[CH2:23][C:24]1[CH:25]=[C:26]([CH:31]=[CH:32][CH:33]=1)[C:27]([O:29]C)=[O:28].[OH-].[Li+]. Given the product [O:1]=[C:2]1[C:10]2([C:22]3[C:13](=[CH:14][C:15]4[O:20][CH2:19][CH2:18][O:17][C:16]=4[CH:21]=3)[O:12][CH2:11]2)[C:9]2[C:4](=[CH:5][CH:6]=[CH:7][CH:8]=2)[N:3]1[CH2:23][C:24]1[CH:25]=[C:26]([CH:31]=[CH:32][CH:33]=1)[C:27]([OH:29])=[O:28], predict the reactants needed to synthesize it. (2) Given the product [NH2:3][CH2:4][CH2:5][S:6][S:7][CH2:8][CH2:9][NH:10][C:16](=[O:17])[O:15][C:12]([CH3:14])([CH3:13])[CH3:11], predict the reactants needed to synthesize it. The reactants are: Cl.Cl.[NH2:3][CH2:4][CH2:5][S:6][S:7][CH2:8][CH2:9][NH2:10].[CH3:11][C:12]([O:15][C:16](O[C:16]([O:15][C:12]([CH3:14])([CH3:13])[CH3:11])=[O:17])=[O:17])([CH3:14])[CH3:13]. (3) Given the product [F:1][C:2]1[CH:18]=[CH:17][C:5]([NH:6][S:7]([C:10]2[CH:15]=[CH:14][C:13]([CH3:16])=[CH:12][CH:11]=2)(=[O:9])=[O:8])=[C:4]([N+:19]([O-:21])=[O:20])[CH:3]=1, predict the reactants needed to synthesize it. The reactants are: [F:1][C:2]1[CH:18]=[CH:17][C:5]([NH:6][S:7]([C:10]2[CH:15]=[CH:14][C:13]([CH3:16])=[CH:12][CH:11]=2)(=[O:9])=[O:8])=[CH:4][CH:3]=1.[N+:19]([O-])([OH:21])=[O:20].O. (4) Given the product [CH3:11][CH:12]1[CH2:17][CH2:16][N:15]([C:18]([O:10][C:3]2[C:4]3[CH:9]=[CH:8][CH:7]=[CH:6][C:5]=3[S:1][N:2]=2)=[O:19])[CH2:14][CH2:13]1, predict the reactants needed to synthesize it. The reactants are: [S:1]1[C:5]2[CH:6]=[CH:7][CH:8]=[CH:9][C:4]=2[C:3](=[O:10])[NH:2]1.[CH3:11][CH:12]1[CH2:17][CH2:16][N:15]([C:18](Cl)=[O:19])[CH2:14][CH2:13]1. (5) Given the product [F:1][C:2]1[CH:7]=[CH:6][C:5]([N:8]2[CH2:17][C:16]3[C:11](=[N:12][C:13]([NH:52][CH3:51])=[N:14][CH:15]=3)[N:10]([CH3:20])[C:9]2=[O:21])=[CH:4][C:3]=1[NH:22][C:23]([NH:25][C:26]1[N:30]([C:31]2[CH:36]=[CH:35][CH:34]=[CH:33][CH:32]=2)[N:29]=[C:28]([CH:37]([CH3:39])[CH3:38])[CH:27]=1)=[O:24], predict the reactants needed to synthesize it. The reactants are: [F:1][C:2]1[CH:7]=[CH:6][C:5]([N:8]2[CH2:17][C:16]3[C:11](=[N:12][C:13](SC)=[N:14][CH:15]=3)[N:10]([CH3:20])[C:9]2=[O:21])=[CH:4][C:3]=1[NH:22][C:23]([NH:25][C:26]1[N:30]([C:31]2[CH:36]=[CH:35][CH:34]=[CH:33][CH:32]=2)[N:29]=[C:28]([CH:37]([CH3:39])[CH3:38])[CH:27]=1)=[O:24].C1C=C(Cl)C=C(C(OO)=O)C=1.[CH3:51][NH2:52].